From a dataset of Forward reaction prediction with 1.9M reactions from USPTO patents (1976-2016). Predict the product of the given reaction. (1) The product is: [CH3:17][C:16]1[C:8]2[CH:9]=[C:4]([N+:1]([O-:3])=[O:2])[CH:5]=[CH:6][C:7]=2[O:10][C:11]=1[C:12]([O:14][CH3:15])=[O:13]. Given the reactants [N+:1]([C:4]1[CH:9]=[CH:8][C:7]([O:10][CH:11]([C:16](=O)[CH3:17])[C:12]([O:14][CH3:15])=[O:13])=[CH:6][CH:5]=1)([O-:3])=[O:2], predict the reaction product. (2) Given the reactants C(N(CC)CC)C.[CH:8]1[C:17]2[C:12](=[CH:13][CH:14]=[CH:15][CH:16]=2)[CH:11]=[CH:10][C:9]=1[C:18](Cl)=[O:19].Cl.Cl.[NH2:23][C:24]1[CH:56]=[CH:55][C:27]([O:28][C:29]2[CH:30]=[CH:31][C:32]3[N:36]=[C:35]([CH2:37][O:38][C:39]4[CH:52]=[CH:51][C:42]([CH2:43][CH:44]5[S:48][C:47](=[O:49])[NH:46][C:45]5=[O:50])=[CH:41][CH:40]=4)[N:34]([CH3:53])[C:33]=3[CH:54]=2)=[CH:26][CH:25]=1, predict the reaction product. The product is: [O:49]=[C:47]1[NH:46][C:45](=[O:50])[CH:44]([CH2:43][C:42]2[CH:41]=[CH:40][C:39]([O:38][CH2:37][C:35]3[N:34]([CH3:53])[C:33]4[CH:54]=[C:29]([O:28][C:27]5[CH:55]=[CH:56][C:24]([NH:23][C:18]([C:9]6[CH:10]=[CH:11][C:12]7[C:17](=[CH:16][CH:15]=[CH:14][CH:13]=7)[CH:8]=6)=[O:19])=[CH:25][CH:26]=5)[CH:30]=[CH:31][C:32]=4[N:36]=3)=[CH:52][CH:51]=2)[S:48]1. (3) Given the reactants [N-:1]=[N+:2]=[N-:3].[Na+].[CH:5](OCC)(OCC)OCC.[NH2:15][C:16]1[CH:17]=[CH:18][C:19]([Br:22])=[N:20][CH:21]=1.C(O)(=O)C, predict the reaction product. The product is: [Br:22][C:19]1[CH:18]=[CH:17][C:16]([N:15]2[CH:5]=[N:3][N:2]=[N:1]2)=[CH:21][N:20]=1. (4) Given the reactants Br[C:2]1[CH:11]=[CH:10][C:9]2[NH:12][C:13](=[O:14])[N:7]3[C:8]=2[C:3]=1[CH2:4][CH2:5][CH:6]3[C:15]1[CH:20]=[CH:19][CH:18]=[CH:17][CH:16]=1.[CH3:21][C:22]1[C:26](B(O)O)=[C:25]([CH3:30])[O:24][N:23]=1.C(=O)([O-])[O-].[Cs+].[Cs+], predict the reaction product. The product is: [CH3:21][C:22]1[C:26]([C:2]2[CH:11]=[CH:10][C:9]3[NH:12][C:13](=[O:14])[N:7]4[C:8]=3[C:3]=2[CH2:4][CH2:5][CH:6]4[C:15]2[CH:20]=[CH:19][CH:18]=[CH:17][CH:16]=2)=[C:25]([CH3:30])[O:24][N:23]=1. (5) Given the reactants [C:1]([NH:11][C@H:12]([C:15]([OH:17])=O)[CH2:13][OH:14])([O:3][CH2:4][C:5]1[CH:10]=[CH:9][CH:8]=[CH:7][CH:6]=1)=[O:2].[CH3:18][NH:19][CH3:20], predict the reaction product. The product is: [CH3:18][N:19]([CH3:20])[C:15](=[O:17])[C@@H:12]([NH:11][C:1](=[O:2])[O:3][CH2:4][C:5]1[CH:10]=[CH:9][CH:8]=[CH:7][CH:6]=1)[CH2:13][OH:14]. (6) Given the reactants C(N(C(C)C)CC)(C)C.[NH2:10][C:11]1[CH:12]=[N:13][N:14]([CH2:16][CH3:17])[CH:15]=1.[CH3:18][O:19][C:20]1[CH:21]=[C:22]2[C:27](=[CH:28][C:29]=1[O:30][CH3:31])[N:26]=[CH:25][CH:24]=[C:23]2[O:32][C:33]1[CH:34]=[CH:35][C:36]([CH2:39][C:40](O)=[O:41])=[N:37][CH:38]=1, predict the reaction product. The product is: [CH2:16]([N:14]1[CH:15]=[C:11]([NH:10][C:40](=[O:41])[CH2:39][C:36]2[CH:35]=[CH:34][C:33]([O:32][C:23]3[C:22]4[C:27](=[CH:28][C:29]([O:30][CH3:31])=[C:20]([O:19][CH3:18])[CH:21]=4)[N:26]=[CH:25][CH:24]=3)=[CH:38][N:37]=2)[CH:12]=[N:13]1)[CH3:17].